Dataset: Experimentally validated miRNA-target interactions with 360,000+ pairs, plus equal number of negative samples. Task: Binary Classification. Given a miRNA mature sequence and a target amino acid sequence, predict their likelihood of interaction. The miRNA is hsa-miR-676-5p with sequence UCUUCAACCUCAGGACUUGCA. The protein sequence of the target gene is MAGMDSGNLKTARLWRDAALRARKLRSNLRQLTLTAAGACPGAGADALESPASPQLVLPANLGDIEALNLGNNGLEEVPEGLGSALGSLRVLVLRRNRFARLPPAVAELGHHLTELDVSHNRLTALGAEVVSALRELRKLNLSHNQLPALPAQLGALAHLEELDVSFNRLAHLPDSLSCLSRLRTLDVDHNQLTAFPRQLLQLVALEELDVSSNRLRGLPEDISALRALKILWLSGAELGTLPAGFCELASLESLMLDNNGLQALPAQFSCLQRLKMLNLSSNLFEEFPAALLPLAGLEE.... Result: 1 (interaction).